This data is from Reaction yield outcomes from USPTO patents with 853,638 reactions. The task is: Predict the reaction yield, written as a fraction of the theoretical maximum amount of product (1.0 means a 100% yield; for example, 0.34 means a 34% yield). (1) The reactants are [N:1]([CH2:4][C:5](=[O:18])[C:6]([C:9]1[CH:14]=[CH:13][C:12]([F:15])=[C:11]([O:16][CH3:17])[CH:10]=1)([CH3:8])[CH3:7])=[N+]=[N-].[ClH:19]. The catalyst is CO.[Pd]. The product is [ClH:19].[NH2:1][CH2:4][C:5](=[O:18])[C:6]([C:9]1[CH:14]=[CH:13][C:12]([F:15])=[C:11]([O:16][CH3:17])[CH:10]=1)([CH3:8])[CH3:7]. The yield is 0.550. (2) The reactants are [S:1]([N:11]1[C:15]2[N:16]=[CH:17][C:18]3[N:19]([C:20]([C:23]45[CH2:30][CH2:29][C:26]([NH2:31])([CH2:27][CH2:28]4)[CH2:25][CH2:24]5)=[N:21][N:22]=3)[C:14]=2[CH:13]=[CH:12]1)([C:4]1[CH:10]=[CH:9][C:7]([CH3:8])=[CH:6][CH:5]=1)(=[O:3])=[O:2].FC(F)(F)S([O-])(=O)=O.[F:40][C:41]1([F:54])[CH2:44][N:43]([S:45](N2C=C[N+](C)=C2)(=[O:47])=[O:46])[CH2:42]1. The catalyst is CC#N. The product is [F:40][C:41]1([F:54])[CH2:44][N:43]([S:45]([NH:31][C:26]23[CH2:29][CH2:30][C:23]([C:20]4[N:19]5[C:14]6[CH:13]=[CH:12][N:11]([S:1]([C:4]7[CH:10]=[CH:9][C:7]([CH3:8])=[CH:6][CH:5]=7)(=[O:3])=[O:2])[C:15]=6[N:16]=[CH:17][C:18]5=[N:22][N:21]=4)([CH2:28][CH2:27]2)[CH2:24][CH2:25]3)(=[O:47])=[O:46])[CH2:42]1. The yield is 0.380.